This data is from Reaction yield outcomes from USPTO patents with 853,638 reactions. The task is: Predict the reaction yield, written as a fraction of the theoretical maximum amount of product (1.0 means a 100% yield; for example, 0.34 means a 34% yield). (1) The catalyst is CN(C)C(=O)C. The yield is 0.800. The reactants are [I:1][C:2]1[CH:3]=[CH:4][C:5]2[N:6]([CH:8]=[C:9]([NH2:11])[N:10]=2)[N:7]=1.[CH:12]1([C:15](Cl)=[O:16])[CH2:14][CH2:13]1.O. The product is [I:1][C:2]1[CH:3]=[CH:4][C:5]2[N:6]([CH:8]=[C:9]([NH:11][C:15]([CH:12]3[CH2:14][CH2:13]3)=[O:16])[N:10]=2)[N:7]=1. (2) The reactants are C(NC(C)C)(C)C.C([Li])CCC.[CH2:13]([O:20][C:21]1[CH2:26][CH2:25][CH2:24][C:23](=[O:27])[CH:22]=1)[C:14]1[CH:19]=[CH:18][CH:17]=[CH:16][CH:15]=1.[CH2:28]1[O:38][C:31]2([CH2:36][CH2:35][C:34](=[O:37])[CH2:33][CH2:32]2)[O:30][CH2:29]1.[Cl-].[NH4+]. The catalyst is O1CCCC1.ClCCl. The product is [CH2:13]([O:20][C:21]1[CH2:26][CH2:25][CH:24]([C:34]2([OH:37])[CH2:35][CH2:36][C:31]3([O:38][CH2:28][CH2:29][O:30]3)[CH2:32][CH2:33]2)[C:23](=[O:27])[CH:22]=1)[C:14]1[CH:19]=[CH:18][CH:17]=[CH:16][CH:15]=1. The yield is 0.880. (3) The reactants are [Al](Cl)(CC)CC.[CH2:7]([O:9][C:10]([C:12]1[NH:13][C:14]2[C:19]([CH:20]=1)=[CH:18][C:17]([Br:21])=[CH:16][CH:15]=2)=[O:11])[CH3:8].[C:22](Cl)(=[O:24])[CH3:23].C([O-])(O)=O.[Na+]. The catalyst is C(Cl)Cl. The product is [CH2:7]([O:9][C:10]([C:12]1[NH:13][C:14]2[C:19]([C:20]=1[C:22](=[O:24])[CH3:23])=[CH:18][C:17]([Br:21])=[CH:16][CH:15]=2)=[O:11])[CH3:8]. The yield is 0.330.